Dataset: Reaction yield outcomes from USPTO patents with 853,638 reactions. Task: Predict the reaction yield, written as a fraction of the theoretical maximum amount of product (1.0 means a 100% yield; for example, 0.34 means a 34% yield). (1) The catalyst is CN(C)C=O. The reactants are [H-].[Na+].[Cl:3][C:4]1[C:9]([I:10])=[CH:8][N:7]=[C:6]2[NH:11][CH:12]=[CH:13][C:5]=12.[C:14]1([S:20](Cl)(=[O:22])=[O:21])[CH:19]=[CH:18][CH:17]=[CH:16][CH:15]=1.O. The yield is 0.980. The product is [Cl:3][C:4]1[C:9]([I:10])=[CH:8][N:7]=[C:6]2[N:11]([S:20]([C:14]3[CH:19]=[CH:18][CH:17]=[CH:16][CH:15]=3)(=[O:22])=[O:21])[CH:12]=[CH:13][C:5]=12. (2) The reactants are P(Cl)(Cl)([Cl:3])=O.[Cl:6][C:7]1[CH:16]=[C:15]2[C:10]([C:11](O)=[CH:12][CH:13]=[N:14]2)=[CH:9][CH:8]=1. No catalyst specified. The product is [Cl:3][C:11]1[C:10]2[C:15](=[CH:16][C:7]([Cl:6])=[CH:8][CH:9]=2)[N:14]=[CH:13][CH:12]=1. The yield is 0.885. (3) The reactants are Cl[Si:2]([CH2:7][CH3:8])([CH2:5][CH3:6])[CH2:3][CH3:4].[CH3:9][C:10]1[C@@H:27]([OH:28])[CH2:26][C@:22]2([OH:29])[C:23]([CH3:25])([CH3:24])[C:11]=1[C@@H:12]([OH:47])[C:13]([C@@:15]1([CH3:46])[C@H:20]([C@@H:21]2[O:30][C:31]([C:33]2[CH:34]=[CH:35][CH:36]=[CH:37][CH:38]=2)=[O:32])[C@:19]2([O:41][C:42]([CH3:44])=[O:43])[CH2:39][O:40][C@@H:18]2[CH2:17][C@@H:16]1[OH:45])=[O:14].N1C=CN=C1.O. The catalyst is CN(C)C=O.CCCCCC.C1(C)C=CC=CC=1. The product is [CH3:4][CH2:3][Si:2]([O:45][C@@H:16]1[C@@:15]2([CH3:46])[C:13]([C@H:12]([OH:47])[C:11]3[C:23]([CH3:25])([CH3:24])[C@:22]([OH:29])([C@@H:21]([O:30][C:31]([C:33]4[CH:34]=[CH:35][CH:36]=[CH:37][CH:38]=4)=[O:32])[C@@H:20]2[C@:19]2([O:41][C:42]([CH3:44])=[O:43])[CH2:39][O:40][C@@H:18]2[CH2:17]1)[CH2:26][C@H:27]([OH:28])[C:10]=3[CH3:9])=[O:14])([CH2:7][CH3:8])[CH2:5][CH3:6]. The yield is 0.950. (4) The reactants are [H-].[Na+].[CH3:3]CCCC.[CH3:8][O:9][C:10]1[CH:11]=[C:12]([CH:20]([OH:23])[C:21]#[CH:22])[CH:13]=[C:14]([O:18][CH3:19])[C:15]=1[O:16][CH3:17].COS(OC)(=O)=O. The catalyst is C1COCC1.O. The product is [CH3:19][O:18][C:14]1[CH:13]=[C:12]([CH:20]([O:23][CH3:3])[C:21]#[CH:22])[CH:11]=[C:10]([O:9][CH3:8])[C:15]=1[O:16][CH3:17]. The yield is 0.900.